This data is from Full USPTO retrosynthesis dataset with 1.9M reactions from patents (1976-2016). The task is: Predict the reactants needed to synthesize the given product. Given the product [C:15]([N:14]=[C:11]([NH:19][CH2:20][CH2:21][C:22]1[CH:27]=[CH:26][CH:25]=[CH:24][N:23]=1)[NH:10][CH2:9][C:8]1[CH:17]=[CH:18][C:5]([C:1]([CH3:4])([CH3:3])[CH3:2])=[CH:6][CH:7]=1)#[N:16], predict the reactants needed to synthesize it. The reactants are: [C:1]([C:5]1[CH:18]=[CH:17][C:8]([CH2:9][NH:10][C:11](=[N:14][C:15]#[N:16])SC)=[CH:7][CH:6]=1)([CH3:4])([CH3:3])[CH3:2].[NH2:19][CH2:20][CH2:21][C:22]1[CH:27]=[CH:26][CH:25]=[CH:24][N:23]=1.